The task is: Regression. Given two drug SMILES strings and cell line genomic features, predict the synergy score measuring deviation from expected non-interaction effect.. This data is from NCI-60 drug combinations with 297,098 pairs across 59 cell lines. (1) Drug 1: C1=CC(=CC=C1C#N)C(C2=CC=C(C=C2)C#N)N3C=NC=N3. Drug 2: COC1=C2C(=CC3=C1OC=C3)C=CC(=O)O2. Cell line: HL-60(TB). Synergy scores: CSS=-3.79, Synergy_ZIP=2.88, Synergy_Bliss=3.61, Synergy_Loewe=-4.55, Synergy_HSA=-3.85. (2) Drug 1: C1=NC2=C(N1)C(=S)N=C(N2)N. Drug 2: CC(C)NC(=O)C1=CC=C(C=C1)CNNC.Cl. Cell line: HCT-15. Synergy scores: CSS=30.4, Synergy_ZIP=-1.97, Synergy_Bliss=-0.726, Synergy_Loewe=-17.5, Synergy_HSA=-3.52. (3) Cell line: SF-295. Drug 1: CC1=C(C=C(C=C1)C(=O)NC2=CC(=CC(=C2)C(F)(F)F)N3C=C(N=C3)C)NC4=NC=CC(=N4)C5=CN=CC=C5. Drug 2: CN(C(=O)NC(C=O)C(C(C(CO)O)O)O)N=O. Synergy scores: CSS=-0.678, Synergy_ZIP=-2.69, Synergy_Bliss=-6.76, Synergy_Loewe=-5.77, Synergy_HSA=-6.14. (4) Drug 1: C1=NC2=C(N=C(N=C2N1C3C(C(C(O3)CO)O)O)F)N. Drug 2: CCC1=C2CN3C(=CC4=C(C3=O)COC(=O)C4(CC)O)C2=NC5=C1C=C(C=C5)O. Cell line: SK-OV-3. Synergy scores: CSS=7.18, Synergy_ZIP=-5.11, Synergy_Bliss=-0.251, Synergy_Loewe=-12.5, Synergy_HSA=-1.43. (5) Drug 1: CC1=C(C(=CC=C1)Cl)NC(=O)C2=CN=C(S2)NC3=CC(=NC(=N3)C)N4CCN(CC4)CCO. Drug 2: B(C(CC(C)C)NC(=O)C(CC1=CC=CC=C1)NC(=O)C2=NC=CN=C2)(O)O. Cell line: NCI-H522. Synergy scores: CSS=69.9, Synergy_ZIP=-1.34, Synergy_Bliss=-0.224, Synergy_Loewe=-1.00, Synergy_HSA=-0.371. (6) Drug 1: CC1=C2C(C(=O)C3(C(CC4C(C3C(C(C2(C)C)(CC1OC(=O)C(C(C5=CC=CC=C5)NC(=O)OC(C)(C)C)O)O)OC(=O)C6=CC=CC=C6)(CO4)OC(=O)C)O)C)O. Drug 2: C1CN(P(=O)(OC1)NCCCl)CCCl. Cell line: CCRF-CEM. Synergy scores: CSS=36.7, Synergy_ZIP=0.588, Synergy_Bliss=-0.718, Synergy_Loewe=-76.2, Synergy_HSA=-0.914. (7) Drug 1: C1CN1P(=S)(N2CC2)N3CC3. Drug 2: CC1CCCC2(C(O2)CC(NC(=O)CC(C(C(=O)C(C1O)C)(C)C)O)C(=CC3=CSC(=N3)C)C)C. Cell line: K-562. Synergy scores: CSS=67.6, Synergy_ZIP=1.37, Synergy_Bliss=0.713, Synergy_Loewe=-10.3, Synergy_HSA=1.22.